Task: Regression. Given two drug SMILES strings and cell line genomic features, predict the synergy score measuring deviation from expected non-interaction effect.. Dataset: NCI-60 drug combinations with 297,098 pairs across 59 cell lines (1) Drug 1: CC1=C(C=C(C=C1)C(=O)NC2=CC(=CC(=C2)C(F)(F)F)N3C=C(N=C3)C)NC4=NC=CC(=N4)C5=CN=CC=C5. Drug 2: COC1=NC(=NC2=C1N=CN2C3C(C(C(O3)CO)O)O)N. Cell line: HCC-2998. Synergy scores: CSS=-9.80, Synergy_ZIP=2.24, Synergy_Bliss=-3.26, Synergy_Loewe=-10.1, Synergy_HSA=-8.18. (2) Drug 2: C1C(C(OC1N2C=NC3=C2NC=NCC3O)CO)O. Drug 1: CC1=C(C=C(C=C1)NC2=NC=CC(=N2)N(C)C3=CC4=NN(C(=C4C=C3)C)C)S(=O)(=O)N.Cl. Cell line: PC-3. Synergy scores: CSS=0.799, Synergy_ZIP=-1.17, Synergy_Bliss=-1.61, Synergy_Loewe=-1.47, Synergy_HSA=-1.12. (3) Drug 2: COCCOC1=C(C=C2C(=C1)C(=NC=N2)NC3=CC=CC(=C3)C#C)OCCOC.Cl. Drug 1: CS(=O)(=O)CCNCC1=CC=C(O1)C2=CC3=C(C=C2)N=CN=C3NC4=CC(=C(C=C4)OCC5=CC(=CC=C5)F)Cl. Cell line: HT29. Synergy scores: CSS=0.103, Synergy_ZIP=1.11, Synergy_Bliss=2.18, Synergy_Loewe=0.783, Synergy_HSA=-0.0193. (4) Drug 1: CC(CN1CC(=O)NC(=O)C1)N2CC(=O)NC(=O)C2. Drug 2: C1=NC2=C(N=C(N=C2N1C3C(C(C(O3)CO)O)O)F)N. Cell line: HL-60(TB). Synergy scores: CSS=86.6, Synergy_ZIP=-1.72, Synergy_Bliss=-4.24, Synergy_Loewe=-6.36, Synergy_HSA=-3.60. (5) Drug 1: CCCS(=O)(=O)NC1=C(C(=C(C=C1)F)C(=O)C2=CNC3=C2C=C(C=N3)C4=CC=C(C=C4)Cl)F. Drug 2: CC1CCCC2(C(O2)CC(NC(=O)CC(C(C(=O)C(C1O)C)(C)C)O)C(=CC3=CSC(=N3)C)C)C. Cell line: OVCAR-8. Synergy scores: CSS=0.411, Synergy_ZIP=1.43, Synergy_Bliss=1.38, Synergy_Loewe=-1.97, Synergy_HSA=-0.885. (6) Drug 1: CC(C1=C(C=CC(=C1Cl)F)Cl)OC2=C(N=CC(=C2)C3=CN(N=C3)C4CCNCC4)N. Drug 2: N.N.Cl[Pt+2]Cl. Cell line: OVCAR-5. Synergy scores: CSS=0.0830, Synergy_ZIP=-1.27, Synergy_Bliss=-3.54, Synergy_Loewe=-5.75, Synergy_HSA=-5.83.